This data is from Forward reaction prediction with 1.9M reactions from USPTO patents (1976-2016). The task is: Predict the product of the given reaction. (1) The product is: [CH2:1]([C:3]1[CH:7]=[C:6]([C:8]2[N:12]=[C:11]([C:13]3[CH:18]=[CH:17][C:16]([O:19][C:20]4[CH:25]=[CH:24][CH:23]=[CH:22][CH:21]=4)=[CH:15][CH:14]=3)[O:10][N:9]=2)[S:5][C:4]=1[CH2:26][N:53]1[CH2:56][CH:55]([C:57]([O:59][CH3:60])=[O:58])[CH2:54]1)[CH3:2]. Given the reactants [CH2:1]([C:3]1[CH:7]=[C:6]([C:8]2[N:12]=[C:11]([C:13]3[CH:18]=[CH:17][C:16]([O:19][C:20]4[CH:25]=[CH:24][CH:23]=[CH:22][CH:21]=4)=[CH:15][CH:14]=3)[O:10][N:9]=2)[S:5][C:4]=1[CH2:26]O)[CH3:2].C(Br)(Br)(Br)Br.C1(P(C2C=CC=CC=2)C2C=CC=CC=2)C=CC=CC=1.Cl.[NH:53]1[CH2:56][CH:55]([C:57]([O:59][CH3:60])=[O:58])[CH2:54]1.C(N(CC)C(C)C)(C)C, predict the reaction product. (2) Given the reactants [CH3:1][O:2][C:3]1[C:12]2[C:7](=[C:8]([CH3:13])[CH:9]=[CH:10][CH:11]=2)[C:6]([C:14]([OH:16])=O)=[CH:5][CH:4]=1.[CH2:17]1[C:20]2([CH2:23][NH:22][CH2:21]2)[CH2:19][O:18]1, predict the reaction product. The product is: [CH3:1][O:2][C:3]1[C:12]2[C:7](=[C:8]([CH3:13])[CH:9]=[CH:10][CH:11]=2)[C:6]([C:14]([N:22]2[CH2:23][C:20]3([CH2:17][O:18][CH2:19]3)[CH2:21]2)=[O:16])=[CH:5][CH:4]=1. (3) Given the reactants [Br:1][C:2]1[CH:10]=[CH:9][C:5]2[NH:6][CH:7]=[N:8][C:4]=2[CH:3]=1.[H-].[Na+].[N+:13]([C:16]1[CH:21]=[CH:20][C:19]([S:22](Cl)(=[O:24])=[O:23])=[CH:18][CH:17]=1)([O-:15])=[O:14].O, predict the reaction product. The product is: [Br:1][C:2]1[CH:10]=[CH:9][C:5]2[N:6]=[CH:7][N:8]([S:22]([C:19]3[CH:18]=[CH:17][C:16]([N+:13]([O-:15])=[O:14])=[CH:21][CH:20]=3)(=[O:23])=[O:24])[C:4]=2[CH:3]=1. (4) Given the reactants I[C:2]1[CH:7]=[CH:6][C:5]([N+:8]([O-:10])=[O:9])=[CH:4][CH:3]=1.[CH:11]([C:13]1[CH:18]=[CH:17][N:16]=[CH:15][CH:14]=1)=[CH2:12], predict the reaction product. The product is: [N+:8]([C:5]1[CH:6]=[CH:7][C:2]([CH:12]=[CH:11][C:13]2[CH:18]=[CH:17][N:16]=[CH:15][CH:14]=2)=[CH:3][CH:4]=1)([O-:10])=[O:9]. (5) Given the reactants Cl[C:2]1[N:15]=[C:14]([O:16][CH2:17][C:18]([F:21])([F:20])[F:19])[CH:13]=[CH:12][C:3]=1[C:4]([O:6]CC(F)(F)F)=[O:5].[F:22][C:23]1[CH:28]=[CH:27][C:26](B(O)O)=[CH:25][CH:24]=1.C(=O)(O)[O-].[Na+], predict the reaction product. The product is: [F:22][C:23]1[CH:28]=[CH:27][C:26]([C:2]2[N:15]=[C:14]([O:16][CH2:17][C:18]([F:19])([F:20])[F:21])[CH:13]=[CH:12][C:3]=2[C:4]([OH:6])=[O:5])=[CH:25][CH:24]=1. (6) The product is: [CH:1]1([N:4]2[C:8]3[C:9]([O:25][C@@H:26]([C@@H:28]4[CH2:32][C:31](=[O:33])[NH:30][CH2:29]4)[CH3:27])=[N:10][C:11]([C:61]4[CH:62]=[C:63]5[C:58]([C:57]([CH3:64])([CH3:65])[C:56](=[O:66])[N:55]5[CH2:54][CH2:53][N:52]([CH3:51])[CH3:67])=[CH:59][CH:60]=4)=[CH:12][C:7]=3[N:6]=[CH:5]2)[CH2:2][CH2:3]1. Given the reactants [CH:1]1([N:4]2[C:8]3[C:9]([O:25][C@@H:26]([C@@H:28]4[CH2:32][C:31](=[O:33])[N:30]([C@@H](C5C=CC(OC)=CC=5)C)[CH2:29]4)[CH3:27])=[N:10][C:11](C4C=C5C(C(C)(C)C(=O)N5)=CC=4)=[CH:12][C:7]=3[N:6]=[CH:5]2)[CH2:3][CH2:2]1.Cl.ClCCN(C)C.[CH3:51][N:52]([CH3:67])[CH2:53][CH2:54][N:55]1[C:63]2[C:58](=[CH:59][CH:60]=[CH:61][CH:62]=2)[C:57]([CH3:65])([CH3:64])[C:56]1=[O:66], predict the reaction product.